From a dataset of Catalyst prediction with 721,799 reactions and 888 catalyst types from USPTO. Predict which catalyst facilitates the given reaction. (1) Reactant: [OH:1][CH:2]1[CH2:7][C:6]([C:8]#[N:9])=[CH:5][CH2:4][CH2:3]1.[H-].[Na+].Br[CH2:13][CH:14]1[CH2:16][CH2:15]1. Product: [CH:14]1([CH2:13][O:1][CH:2]2[CH2:7][C:6]([C:8]#[N:9])=[CH:5][CH2:4][CH2:3]2)[CH2:16][CH2:15]1. The catalyst class is: 508. (2) Reactant: [Br:1][C:2]1[O:6][C:5]([CH:7]([O:10]C2C(F)=C(C(F)=CC=2)C(N)=O)[CH2:8][OH:9])=[N:4][C:3]=1[C:22]1[CH:27]=[CH:26][C:25]([C:28]([F:31])([F:30])[F:29])=[CH:24][CH:23]=1.BrC1OC(C(C2C=NC=CC=2)O[C:40]2[C:41]([F:50])=[C:42]([C:46]([F:49])=[CH:47][CH:48]=2)[C:43]([NH2:45])=[O:44])=NC=1C1C=CC(Cl)=CC=1.BrC1[O:69][C:68]([CH:70](OC2C(F)=C(C(F)=CC=2)C(N)=O)C=C)=NC=1C1C=CC(C(F)(F)F)=CC=1.BrC1OC(C(OC2C(F)=C(C(F)=CC=2)C(N)=O)CCC=C)=NC=1C1C=CC(C(F)(F)F)=CC=1.BrC1OC(C(OC2C(F)=C(C(F)=CC=2)C(N)=O)CCC(O)CO)=NC=1C1C=CC(C(F)(F)F)=CC=1.C(Br)C=C.[In]. Product: [Br:1][C:2]1[O:6][C:5]([CH:7]([OH:10])[CH:8]([OH:9])[CH2:70][CH2:68][O:69][C:42]2([C:41]([F:50])=[CH:40][CH:48]=[CH:47][CH:46]2[F:49])[C:43]([NH2:45])=[O:44])=[N:4][C:3]=1[C:22]1[CH:23]=[CH:24][C:25]([C:28]([F:30])([F:29])[F:31])=[CH:26][CH:27]=1. The catalyst class is: 1. (3) Reactant: [CH3:1][CH:2]([CH3:16])[CH2:3][NH:4][C:5]1[CH:10]=[C:9]([C:11]([F:14])([F:13])[F:12])[CH:8]=[CH:7][C:6]=1[CH3:15].Cl[S:18]([C:21]1[CH:26]=[CH:25][C:24]([CH2:27][C:28]([CH3:35])([CH3:34])[C:29]([O:31][CH2:32][CH3:33])=[O:30])=[CH:23][CH:22]=1)(=[O:20])=[O:19]. Product: [CH2:3]([N:4]([C:5]1[CH:10]=[C:9]([C:11]([F:12])([F:13])[F:14])[CH:8]=[CH:7][C:6]=1[CH3:15])[S:18]([C:21]1[CH:22]=[CH:23][C:24]([CH2:27][C:28]([CH3:34])([CH3:35])[C:29]([O:31][CH2:32][CH3:33])=[O:30])=[CH:25][CH:26]=1)(=[O:20])=[O:19])[CH:2]([CH3:16])[CH3:1]. The catalyst class is: 17. (4) Reactant: [CH3:1][O:2][C:3]([C:5]1[CH:6]=[N:7][N:8]([CH2:10][C:11]([OH:13])=O)[CH:9]=1)=[O:4].S(Cl)(Cl)=O.[NH2:18][C:19]1[CH:24]=[C:23]([Cl:25])[C:22]([C:26]2[CH:31]=[CH:30][C:29]([N:32]3[CH2:37][CH2:36][CH2:35][CH2:34][CH2:33]3)=[CH:28][CH:27]=2)=[CH:21][C:20]=1[C:38]([O:40][CH3:41])=[O:39]. Product: [Cl:25][C:23]1[CH:24]=[C:19]([NH:18][C:11](=[O:13])[CH2:10][N:8]2[CH:9]=[C:5]([C:3]([O:2][CH3:1])=[O:4])[CH:6]=[N:7]2)[C:20]([C:38]([O:40][CH3:41])=[O:39])=[CH:21][C:22]=1[C:26]1[CH:27]=[CH:28][C:29]([N:32]2[CH2:37][CH2:36][CH2:35][CH2:34][CH2:33]2)=[CH:30][CH:31]=1. The catalyst class is: 451. (5) Reactant: CCN(C(C)C)C(C)C.[C:10]1([C:20]([OH:22])=O)[C:19]2[C:14](=[CH:15][CH:16]=[CH:17][CH:18]=2)[CH:13]=[CH:12][N:11]=1.CN(C(O[N:31]1N=N[C:33]2[CH:34]=[CH:35]C=C[C:32]1=2)=[N+](C)C)C.[B-](F)(F)(F)F.[C:45]([O:48][CH2:49]C)(=[O:47])[CH3:46]. Product: [CH3:49][O:48][C:45]([C@@H:46]1[CH2:35][CH2:34][CH2:33][CH2:32][N:31]1[C:20]([C:10]1[C:19]2[C:14](=[CH:15][CH:16]=[CH:17][CH:18]=2)[CH:13]=[CH:12][N:11]=1)=[O:22])=[O:47]. The catalyst class is: 3. (6) Reactant: [Cl:1][C:2]1[C:3]([F:12])=[C:4]2[C:10]([NH2:11])=[CH:9][NH:8][C:5]2=[N:6][CH:7]=1.CCN(CC)CC.[CH2:20]([N:27]1[CH:31]=[C:30]([C:32](O)=[O:33])[CH:29]=[N:28]1)[C:21]1[CH:26]=[CH:25][CH:24]=[CH:23][CH:22]=1.CN(C(ON1N=NC2C=CC=NC1=2)=[N+](C)C)C.F[P-](F)(F)(F)(F)F. Product: [Cl:1][C:2]1[C:3]([F:12])=[C:4]2[C:10]([NH:11][C:32]([C:30]3[CH:29]=[N:28][N:27]([CH2:20][C:21]4[CH:26]=[CH:25][CH:24]=[CH:23][CH:22]=4)[CH:31]=3)=[O:33])=[CH:9][NH:8][C:5]2=[N:6][CH:7]=1. The catalyst class is: 18. (7) The catalyst class is: 41. Reactant: [Cl:1][C:2]1[C:11]2[C:6](=[CH:7][C:8]([O:14][CH3:15])=[C:9]([O:12][CH3:13])[CH:10]=2)[N:5]=[CH:4][N:3]=1.[NH2:16][C:17]1[CH:18]=[C:19]([S:29]([NH:32][CH3:33])(=[O:31])=[O:30])[CH:20]=[CH:21][C:22]=1[O:23][CH2:24][C:25]([F:28])([F:27])[F:26]. Product: [ClH:1].[CH3:13][O:12][C:9]1[CH:10]=[C:11]2[C:6](=[CH:7][C:8]=1[O:14][CH3:15])[N:5]=[CH:4][N:3]=[C:2]2[NH:16][C:17]1[CH:18]=[C:19]([S:29]([NH:32][CH3:33])(=[O:30])=[O:31])[CH:20]=[CH:21][C:22]=1[O:23][CH2:24][C:25]([F:27])([F:26])[F:28].